This data is from Peptide-MHC class II binding affinity with 134,281 pairs from IEDB. The task is: Regression. Given a peptide amino acid sequence and an MHC pseudo amino acid sequence, predict their binding affinity value. This is MHC class II binding data. (1) The peptide sequence is HDGGCRKELAAVSVD. The MHC is DRB1_1302 with pseudo-sequence DRB1_1302. The binding affinity (normalized) is 0.190. (2) The peptide sequence is KEELSLLYEHLSEDV. The MHC is DRB1_0101 with pseudo-sequence DRB1_0101. The binding affinity (normalized) is 0.640. (3) The peptide sequence is LQGPFNFRFLTEKGM. The MHC is HLA-DQA10102-DQB10602 with pseudo-sequence HLA-DQA10102-DQB10602. The binding affinity (normalized) is 0.158. (4) The peptide sequence is KEPLKECGGILQAYD. The MHC is DRB1_1001 with pseudo-sequence DRB1_1001. The binding affinity (normalized) is 0.352. (5) The peptide sequence is RSPISNMVSMANNHM. The MHC is DRB1_0802 with pseudo-sequence DRB1_0802. The binding affinity (normalized) is 0.0780. (6) The peptide sequence is GLNITGVTCGPGHGI. The MHC is HLA-DPA10301-DPB10402 with pseudo-sequence HLA-DPA10301-DPB10402. The binding affinity (normalized) is 0.117. (7) The peptide sequence is EKKYFAALQFEPLAA. The MHC is HLA-DPA10103-DPB10601 with pseudo-sequence HLA-DPA10103-DPB10601. The binding affinity (normalized) is 0.816.